Dataset: Forward reaction prediction with 1.9M reactions from USPTO patents (1976-2016). Task: Predict the product of the given reaction. (1) Given the reactants [CH2:1]([O:3][C:4](=[O:20])[CH:5]=[C:6]1[CH2:11][CH2:10][N:9]([C:12]([O:14][C:15]([CH3:18])([CH3:17])[CH3:16])=[O:13])[CH2:8][CH:7]1[F:19])[CH3:2], predict the reaction product. The product is: [CH2:1]([O:3][C:4](=[O:20])[CH2:5][C@H:6]1[CH2:11][CH2:10][N:9]([C:12]([O:14][C:15]([CH3:17])([CH3:16])[CH3:18])=[O:13])[CH2:8][C@H:7]1[F:19])[CH3:2]. (2) Given the reactants Cl.CN(C)CCCN=C=NCC.ON1C2C=CC=CC=2N=N1.C(S(NC1CCC(C(O)=O)CC1)(=O)=O)(C)(C)C.FC(F)(F)C1C=CC(N)=C(N)C=1.[NH2:52][C:53]1[CH:58]=[CH:57][C:56]([C:59]([F:62])([F:61])[F:60])=[CH:55][C:54]=1[NH:63][C:64]([C@H:66]1[CH2:71][CH2:70][C@H:69]([NH:72][S:73]([C:76]([CH3:79])([CH3:78])[CH3:77])(=[O:75])=[O:74])[CH2:68][CH2:67]1)=O.P(Cl)(Cl)(Cl)=O, predict the reaction product. The product is: [C:76]([S:73]([NH:72][C@H:69]1[CH2:68][CH2:67][C@H:66]([C:64]2[NH:63][C:54]3[CH:55]=[C:56]([C:59]([F:61])([F:62])[F:60])[CH:57]=[CH:58][C:53]=3[N:52]=2)[CH2:71][CH2:70]1)(=[O:75])=[O:74])([CH3:79])([CH3:78])[CH3:77]. (3) Given the reactants Cl.[F:2][C:3]1[C:8]([F:9])=[CH:7][CH:6]=[CH:5][C:4]=1[C@H:10]1[CH2:16][N:15]2[C:17]([CH2:20][C:21]([F:24])([F:23])[F:22])=[CH:18][N:19]=[C:14]2[C@H:13]([NH:25]C(=O)OC(C)(C)C)[CH2:12][CH2:11]1, predict the reaction product. The product is: [F:2][C:3]1[C:8]([F:9])=[CH:7][CH:6]=[CH:5][C:4]=1[C@H:10]1[CH2:16][N:15]2[C:17]([CH2:20][C:21]([F:24])([F:22])[F:23])=[CH:18][N:19]=[C:14]2[C@H:13]([NH2:25])[CH2:12][CH2:11]1. (4) Given the reactants [CH3:1][N:2]([CH3:33])[CH:3]1[CH2:8][CH2:7][N:6]([CH2:9][C:10]2[S:18][C:17]3[C:16]([N:19]4[CH2:24][CH2:23][O:22][CH2:21][CH2:20]4)=[N:15][C:14]([NH:25][C:26]4[C:27]([NH2:32])=[CH:28][CH:29]=[CH:30][CH:31]=4)=[N:13][C:12]=3[CH:11]=2)[CH2:5][CH2:4]1.C(OCC)(OCC)O[CH2:36][CH3:37], predict the reaction product. The product is: [CH3:1][N:2]([CH3:33])[CH:3]1[CH2:4][CH2:5][N:6]([CH2:9][C:10]2[S:18][C:17]3[C:16]([N:19]4[CH2:20][CH2:21][O:22][CH2:23][CH2:24]4)=[N:15][C:14]([N:25]4[C:26]5[CH:31]=[CH:30][CH:29]=[CH:28][C:27]=5[N:32]=[C:36]4[CH3:37])=[N:13][C:12]=3[CH:11]=2)[CH2:7][CH2:8]1. (5) Given the reactants Br[C:2]1[O:3][C:4]([CH3:7])=[N:5][N:6]=1.C1C=CC(P(C2C=CC3C(=CC=CC=3)C=2C2C3C(=CC=CC=3)C=CC=2P(C2C=CC=CC=2)C2C=CC=CC=2)C2C=CC=CC=2)=CC=1.CC(C)([O-])C.[Na+].[Cl:60][C:61]1[CH:62]=[C:63]([CH:65]=[C:66]([Cl:68])[CH:67]=1)[NH2:64], predict the reaction product. The product is: [Cl:60][C:61]1[CH:62]=[C:63]([NH:64][C:2]2[O:3][C:4]([CH3:7])=[N:5][N:6]=2)[CH:65]=[C:66]([Cl:68])[CH:67]=1.